This data is from Reaction yield outcomes from USPTO patents with 853,638 reactions. The task is: Predict the reaction yield, written as a fraction of the theoretical maximum amount of product (1.0 means a 100% yield; for example, 0.34 means a 34% yield). (1) The reactants are [O:1]1[CH:5]=[C:4]([CH:6]([NH:8][C:9]([C:11]2[C:19]3[C:14](=[N:15][CH:16]=[C:17]([C:20]4[C:28]5[C:23](=[CH:24][C:25]([F:29])=[CH:26][CH:27]=5)[N:22]([CH3:30])[N:21]=4)[N:18]=3)[N:13](COCC[Si](C)(C)C)[CH:12]=2)=[O:10])[CH3:7])[N:3]=[CH:2]1.FC(F)(F)C(O)=O.C(N)CN. The catalyst is ClCCl. The product is [O:1]1[CH:5]=[C:4]([CH:6]([NH:8][C:9]([C:11]2[C:19]3[C:14](=[N:15][CH:16]=[C:17]([C:20]4[C:28]5[C:23](=[CH:24][C:25]([F:29])=[CH:26][CH:27]=5)[N:22]([CH3:30])[N:21]=4)[N:18]=3)[NH:13][CH:12]=2)=[O:10])[CH3:7])[N:3]=[CH:2]1. The yield is 0.700. (2) The product is [N:1]1([CH2:7][CH2:8][CH2:9][N:10]2[C:18]3[C:13](=[CH:14][CH:15]=[C:16]([NH:19][C:25]([C:27]4[S:28][CH:29]=[CH:30][CH:31]=4)=[NH:26])[CH:17]=3)[CH:12]=[CH:11]2)[CH2:6][CH2:5][O:4][CH2:3][CH2:2]1. The yield is 0.920. The reactants are [N:1]1([CH2:7][CH2:8][CH2:9][N:10]2[C:18]3[C:13](=[CH:14][CH:15]=[C:16]([N+:19]([O-])=O)[CH:17]=3)[CH:12]=[CH:11]2)[CH2:6][CH2:5][O:4][CH2:3][CH2:2]1.I.CS[C:25]([C:27]1[S:28][CH:29]=[CH:30][CH:31]=1)=[NH:26]. The catalyst is [Pd].C(O)C. (3) The reactants are [OH:1][CH2:2][CH2:3][CH2:4][NH2:5].[C:6](#[N:9])[CH:7]=[CH2:8]. No catalyst specified. The product is [OH:1][CH2:2][CH2:3][CH2:4][NH:5][CH2:8][CH2:7][C:6]#[N:9]. The yield is 0.760. (4) The reactants are [C:1]([C:5]1[O:9][N:8]=[C:7]([NH:10][C:11]([NH:13][C:14]2[CH:19]=[CH:18][CH:17]=[C:16]([O:20][C:21]3[C:30]4[C:25](=[CH:26][C:27]([O:33][CH2:34][CH2:35]Cl)=[C:28]([O:31][CH3:32])[CH:29]=4)[N:24]=[CH:23][N:22]=3)[CH:15]=2)=[O:12])[CH:6]=1)([CH3:4])([CH3:3])[CH3:2].[CH3:37][N:38]1[CH2:43][CH2:42][NH:41][CH2:40][CH2:39]1.C(N(C(C)C)CC)(C)C. The catalyst is CN(C=O)C.[I-].C([N+](CCCC)(CCCC)CCCC)CCC. The product is [C:1]([C:5]1[O:9][N:8]=[C:7]([NH:10][C:11]([NH:13][C:14]2[CH:19]=[CH:18][CH:17]=[C:16]([O:20][C:21]3[C:30]4[C:25](=[CH:26][C:27]([O:33][CH2:34][CH2:35][N:41]5[CH2:42][CH2:43][N:38]([CH3:37])[CH2:39][CH2:40]5)=[C:28]([O:31][CH3:32])[CH:29]=4)[N:24]=[CH:23][N:22]=3)[CH:15]=2)=[O:12])[CH:6]=1)([CH3:4])([CH3:3])[CH3:2]. The yield is 0.0800.